Dataset: Forward reaction prediction with 1.9M reactions from USPTO patents (1976-2016). Task: Predict the product of the given reaction. The product is: [CH2:1]([O:8][C:9]1[CH:17]=[CH:16][CH:15]=[C:14]2[C:10]=1[CH:11]=[C:12]([C:18]([OH:20])=[O:19])[NH:13]2)[C:2]1[CH:7]=[CH:6][CH:5]=[CH:4][CH:3]=1. Given the reactants [CH2:1]([O:8][C:9]1[CH:17]=[CH:16][CH:15]=[C:14]2[C:10]=1[CH:11]=[C:12]([C:18]([O:20]CC)=[O:19])[NH:13]2)[C:2]1[CH:7]=[CH:6][CH:5]=[CH:4][CH:3]=1.[OH-].[K+].Cl, predict the reaction product.